Dataset: Serine/threonine kinase 33 screen with 319,792 compounds. Task: Binary Classification. Given a drug SMILES string, predict its activity (active/inactive) in a high-throughput screening assay against a specified biological target. (1) The molecule is O=C(Nc1c(c(ccc1)C)C)c1cc[n+]([O-])cc1. The result is 0 (inactive). (2) The compound is O(c1cc(c(cc1)C)C)CC(=O)Nc1cc(OC)c(NC(=O)c2occc2)cc1. The result is 0 (inactive). (3) The molecule is Fc1c(NC(=O)CN(C(=O)c2cc([N+]([O-])=O)c(N3CCOCC3)cc2)CC)c(F)ccc1. The result is 0 (inactive). (4) The drug is O=C(N1CCN(CC1)c1c([N+]([O-])=O)cc(OC)cc1)c1ccccc1. The result is 0 (inactive). (5) The compound is S(C1CC(=O)N(C1=O)c1ccc(N(C)C)cc1)c1c(cccc1)C(O)=O. The result is 0 (inactive). (6) The drug is P(OC)(OC)(=O)c1nc(oc1N1CCCCC1)c1ccc([N+]([O-])=O)cc1. The result is 0 (inactive). (7) The drug is Brc1cnc(NN\C=C2\C(=O)C=CC=C2)nc1. The result is 0 (inactive).